Dataset: Peptide-MHC class II binding affinity with 134,281 pairs from IEDB. Task: Regression. Given a peptide amino acid sequence and an MHC pseudo amino acid sequence, predict their binding affinity value. This is MHC class II binding data. (1) The peptide sequence is AARLFKAFILDGDKL. The MHC is HLA-DQA10104-DQB10503 with pseudo-sequence HLA-DQA10104-DQB10503. The binding affinity (normalized) is 0.379. (2) The peptide sequence is GGVSWMIRILIGILV. The MHC is DRB1_1501 with pseudo-sequence DRB1_1501. The binding affinity (normalized) is 0.393.